This data is from Full USPTO retrosynthesis dataset with 1.9M reactions from patents (1976-2016). The task is: Predict the reactants needed to synthesize the given product. (1) Given the product [C:1]([C:4]1[C:12]2[C:7](=[CH:8][C:9]([P:13](=[O:14])([OH:17])[OH:20])=[CH:10][CH:11]=2)[N:6]([CH2:21][C:22]([N:24]2[CH2:28][C@H:27]([F:29])[CH2:26][C@H:25]2[C:30](=[O:41])[NH:31][CH2:32][C:33]2[CH:38]=[CH:37][CH:36]=[C:35]([Cl:39])[C:34]=2[F:40])=[O:23])[N:5]=1)(=[O:3])[NH2:2], predict the reactants needed to synthesize it. The reactants are: [C:1]([C:4]1[C:12]2[C:7](=[CH:8][C:9]([P:13](=[O:20])([O:17]CC)[O:14]CC)=[CH:10][CH:11]=2)[N:6]([CH2:21][C:22]([N:24]2[CH2:28][C@H:27]([F:29])[CH2:26][C@H:25]2[C:30](=[O:41])[NH:31][CH2:32][C:33]2[CH:38]=[CH:37][CH:36]=[C:35]([Cl:39])[C:34]=2[F:40])=[O:23])[N:5]=1)(=[O:3])[NH2:2].Br[Si](C)(C)C. (2) Given the product [F:1][C:2]1[CH:3]=[CH:4][C:5]([C:8]2[C:16]3[C:11](=[CH:12][CH:13]=[C:14](/[CH:17]=[CH:18]/[C:19]([OH:21])=[O:20])[CH:15]=3)[NH:10][N:9]=2)=[CH:6][CH:7]=1, predict the reactants needed to synthesize it. The reactants are: [F:1][C:2]1[CH:7]=[CH:6][C:5]([C:8]2[C:16]3[C:11](=[CH:12][CH:13]=[C:14](/[CH:17]=[CH:18]/[C:19]([O:21]CC)=[O:20])[CH:15]=3)[NH:10][N:9]=2)=[CH:4][CH:3]=1.Cl. (3) Given the product [NH2:33][C:30]1[CH:29]=[CH:28][C:27]([N:25]2[CH:26]=[C:22]([C:21]3[C:16]([NH2:8])=[N:17][CH:18]=[C:19]([N:34]4[CH2:39][CH2:38][N:37]([S:40]([CH2:43][CH3:44])(=[O:42])=[O:41])[CH2:36][CH2:35]4)[N:20]=3)[N:23]=[N:24]2)=[CH:32][CH:31]=1, predict the reactants needed to synthesize it. The reactants are: C(OC([N:8]([C:16]1[C:21]([C:22]2[N:23]=[N:24][N:25]([C:27]3[CH:32]=[CH:31][C:30]([NH2:33])=[CH:29][CH:28]=3)[CH:26]=2)=[N:20][C:19]([N:34]2[CH2:39][CH2:38][N:37]([S:40]([CH2:43][CH3:44])(=[O:42])=[O:41])[CH2:36][CH2:35]2)=[CH:18][N:17]=1)C(=O)OC(C)(C)C)=O)(C)(C)C.C(O)(C(F)(F)F)=O. (4) Given the product [NH2:2][C@@H:3]([CH2:9][CH2:10][CH3:11])[C@@H:4]([OH:8])[C:5]([O:7][CH3:14])=[O:6].[NH2:2][C@@H:3]([CH2:9][CH2:10][CH3:11])[C@H:4]([OH:8])[C:5]([O:7][CH3:14])=[O:6], predict the reactants needed to synthesize it. The reactants are: Cl.[NH2:2][C@@H:3]([CH2:9][CH2:10][CH3:11])[CH:4]([OH:8])[C:5]([OH:7])=[O:6].Cl.O1CCOC[CH2:14]1. (5) The reactants are: [C:1]([O:5][C:6]([N:8]1[CH2:26][CH2:25][N:11]2[C:12](=[O:24])[C:13]3[C:18]([C@@H:10]2[CH2:9]1)=[CH:17][C:16](Br)=[CH:15][C:14]=3[C:20]([F:23])([F:22])[F:21])=[O:7])([CH3:4])([CH3:3])[CH3:2].B1(B2OC(C)(C)C(C)(C)O2)OC(C)(C)C(C)(C)[O:28]1.C([O-])(=O)C.[K+]. Given the product [C:1]([O:5][C:6]([N:8]1[CH2:26][CH2:25][N:11]2[C:12](=[O:24])[C:13]3[C:18]([C@@H:10]2[CH2:9]1)=[CH:17][C:16]([OH:28])=[CH:15][C:14]=3[C:20]([F:23])([F:22])[F:21])=[O:7])([CH3:4])([CH3:3])[CH3:2], predict the reactants needed to synthesize it. (6) Given the product [OH:8][N:9]1[C:15](=[O:16])[N:14]2[CH2:17][C@H:10]1[CH2:11][CH2:12][C@H:13]2[C:18]1[O:19][C:20]([N:23]2[CH2:28][CH2:27][N:26]([CH3:29])[CH2:25][CH2:24]2)=[N:21][N:22]=1, predict the reactants needed to synthesize it. The reactants are: C([O:8][N:9]1[C:15](=[O:16])[N:14]2[CH2:17][C@H:10]1[CH2:11][CH2:12][C@H:13]2[C:18]1[O:19][C:20]([N:23]2[CH2:28][CH2:27][N:26]([CH3:29])[CH2:25][CH2:24]2)=[N:21][N:22]=1)C1C=CC=CC=1.